This data is from Catalyst prediction with 721,799 reactions and 888 catalyst types from USPTO. The task is: Predict which catalyst facilitates the given reaction. (1) Reactant: [Cl:1][C:2]1[CH:7]=[CH:6][CH:5]=[C:4]([Cl:8])[C:3]=1[C:9]1[C:13]([CH2:14][O:15][C:16]2[CH:24]=[C:23]3[C:19]([C:20]([CH2:25][C:26]4[CH:27]=[C:28]([CH:33]=[CH:34][CH:35]=4)[C:29]([O:31]C)=[O:30])=[CH:21][NH:22]3)=[CH:18][CH:17]=2)=[C:12]([CH:36]([CH3:38])[CH3:37])[O:11][N:10]=1.[OH-].[Na+]. The catalyst class is: 83. Product: [Cl:8][C:4]1[CH:5]=[CH:6][CH:7]=[C:2]([Cl:1])[C:3]=1[C:9]1[C:13]([CH2:14][O:15][C:16]2[CH:24]=[C:23]3[C:19]([C:20]([CH2:25][C:26]4[CH:27]=[C:28]([CH:33]=[CH:34][CH:35]=4)[C:29]([OH:31])=[O:30])=[CH:21][NH:22]3)=[CH:18][CH:17]=2)=[C:12]([CH:36]([CH3:38])[CH3:37])[O:11][N:10]=1. (2) Product: [Cl:1][C:2]1[C:3]([N:17]2[CH2:18][CH2:19][N:14]([CH2:20][CH2:21][OH:22])[CH2:15][CH2:16]2)=[C:4]([F:12])[C:5]([NH2:6])=[C:7]([N+:9]([O-:11])=[O:10])[CH:8]=1. The catalyst class is: 16. Reactant: [Cl:1][C:2]1[CH:8]=[C:7]([N+:9]([O-:11])=[O:10])[C:5]([NH2:6])=[C:4]([F:12])[C:3]=1F.[N:14]1([CH2:20][CH2:21][OH:22])[CH2:19][CH2:18][NH:17][CH2:16][CH2:15]1.C(=O)([O-])[O-].[K+].[K+].O. (3) Reactant: [CH:1]([C:5]1[C:6]([OH:15])=[C:7]([CH:13]=[O:14])[CH:8]=[C:9]([CH:12]=1)[CH:10]=O)([CH2:3][CH3:4])[CH3:2].[CH3:16][C:17]1[CH:22]=[CH:21][C:20]([C:23](=[O:25])[CH3:24])=[CH:19][CH:18]=1.Cl. Product: [CH:1]([C:5]1[C:6]([OH:15])=[C:7]([CH:8]=[C:9](/[CH:10]=[CH:24]/[C:23](=[O:25])[C:20]2[CH:21]=[CH:22][C:17]([CH3:16])=[CH:18][CH:19]=2)[CH:12]=1)[CH:13]=[O:14])([CH2:3][CH3:4])[CH3:2]. The catalyst class is: 12.